This data is from Reaction yield outcomes from USPTO patents with 853,638 reactions. The task is: Predict the reaction yield, written as a fraction of the theoretical maximum amount of product (1.0 means a 100% yield; for example, 0.34 means a 34% yield). The reactants are [F:1][C:2]1[CH:3]=[C:4]([CH:8]=[CH:9][CH:10]=1)[C:5]([OH:7])=[O:6].[N+:11]([O-])([OH:13])=[O:12]. The catalyst is OS(O)(=O)=O. The product is [F:1][C:2]1[CH:10]=[CH:9][C:8]([N+:11]([O-:13])=[O:12])=[C:4]([CH:3]=1)[C:5]([OH:7])=[O:6]. The yield is 0.920.